From a dataset of Reaction yield outcomes from USPTO patents with 853,638 reactions. Predict the reaction yield, written as a fraction of the theoretical maximum amount of product (1.0 means a 100% yield; for example, 0.34 means a 34% yield). The reactants are C(Cl)(=O)C(Cl)=O.CN(C=O)C.[OH:12][CH2:13][CH2:14][CH:15]1[CH2:17][CH:16]1[C:18]1[C:26]2[C:21](=[CH:22][CH:23]=[C:24]([C:27]#[N:28])[CH:25]=2)[N:20]([S:29]([C:32]2[CH:37]=[CH:36][C:35]([CH3:38])=[CH:34][CH:33]=2)(=[O:31])=[O:30])[CH:19]=1.C(N(CC)CC)C. The catalyst is C(Cl)Cl. The product is [O:12]=[CH:13][CH2:14][CH:15]1[CH2:17][CH:16]1[C:18]1[C:26]2[C:21](=[CH:22][CH:23]=[C:24]([C:27]#[N:28])[CH:25]=2)[N:20]([S:29]([C:32]2[CH:37]=[CH:36][C:35]([CH3:38])=[CH:34][CH:33]=2)(=[O:31])=[O:30])[CH:19]=1. The yield is 0.670.